This data is from Catalyst prediction with 721,799 reactions and 888 catalyst types from USPTO. The task is: Predict which catalyst facilitates the given reaction. (1) Reactant: [CH3:1][O:2][C:3](=[O:21])[CH2:4][CH2:5][CH2:6][CH2:7][C:8]1[N:9]=[C:10]([C:13]2[CH:18]=[CH:17][CH:16]=[CH:15][C:14]=2[O:19]C)[O:11][CH:12]=1.B(Br)(Br)Br. Product: [CH3:1][O:2][C:3](=[O:21])[CH2:4][CH2:5][CH2:6][CH2:7][C:8]1[N:9]=[C:10]([C:13]2[CH:18]=[CH:17][CH:16]=[CH:15][C:14]=2[OH:19])[O:11][CH:12]=1. The catalyst class is: 2. (2) Reactant: [Cl:1][C:2]1[CH:3]=[C:4]([C:8]([CH3:12])([CH3:11])[CH:9]=[O:10])[CH:5]=[CH:6][CH:7]=1.[CH3:13][Mg+].[Br-]. Product: [Cl:1][C:2]1[CH:3]=[C:4]([C:8]([CH3:12])([CH3:11])[CH:9]([OH:10])[CH3:13])[CH:5]=[CH:6][CH:7]=1. The catalyst class is: 1. (3) Reactant: [CH3:1][O:2][C:3]1[CH:4]=[C:5]2[C:10](=[CH:11][C:12]=1[O:13][CH3:14])[N:9]=[CH:8][CH:7]=[C:6]2[O:15][C:16]1[CH:22]=[CH:21][C:19]([NH2:20])=[C:18]([CH3:23])[C:17]=1[CH3:24].[C:25]1([CH3:31])[CH:30]=[CH:29][CH:28]=[CH:27][CH:26]=1.C(N(CC)CC)C.Cl[C:40](Cl)([O:42][C:43](=O)OC(Cl)(Cl)Cl)Cl.CC1C=CC(C[SH:57])=CC=1. Product: [CH3:1][O:2][C:3]1[CH:4]=[C:5]2[C:10](=[CH:11][C:12]=1[O:13][CH3:14])[N:9]=[CH:8][CH:7]=[C:6]2[O:15][C:16]1[CH:22]=[CH:21][C:19]([NH:20][C:40](=[S:57])[O:42][CH2:43][C:28]2[CH:29]=[CH:30][C:25]([CH3:31])=[CH:26][CH:27]=2)=[C:18]([CH3:23])[C:17]=1[CH3:24]. The catalyst class is: 2. (4) Reactant: CC([Si](C)(C)[O:6][CH:7]1[CH2:31][CH2:30][C:10]2([CH2:14][N:13]([C:15]([O:17][CH2:18][C:19]3[CH:24]=[CH:23][CH:22]=[CH:21][CH:20]=3)=[O:16])[CH:12]([C:25]([O:27][CH2:28][CH3:29])=[O:26])[CH2:11]2)[CH2:9][CH2:8]1)(C)C.C(O)(=O)C.CCCC[N+](CCCC)(CCCC)CCCC.[F-].C1C=CN=CC=1.F.C([O-])(O)=O.[Na+].C(=O)([O-])[O-].[K+].[K+]. The catalyst class is: 1. Product: [OH:6][CH:7]1[CH2:8][CH2:9][C:10]2([CH2:14][N:13]([C:15]([O:17][CH2:18][C:19]3[CH:24]=[CH:23][CH:22]=[CH:21][CH:20]=3)=[O:16])[CH:12]([C:25]([O:27][CH2:28][CH3:29])=[O:26])[CH2:11]2)[CH2:30][CH2:31]1. (5) Reactant: C[O:2][C:3]([C:5]1[C:10]2[O:11][CH2:12][CH2:13][CH2:14][CH2:15][C:9]=2[CH:8]=[C:7]([Br:16])[CH:6]=1)=[O:4].[OH-].[K+]. Product: [Br:16][C:7]1[CH:6]=[C:5]([C:3]([OH:4])=[O:2])[C:10]2[O:11][CH2:12][CH2:13][CH2:14][CH2:15][C:9]=2[CH:8]=1. The catalyst class is: 5. (6) Reactant: [Br:1][C:2]1[CH:7]=[CH:6][C:5]([C:8]([C:14]2[CH:15]=[N:16][CH:17]=[N:18][CH:19]=2)([OH:13])[C:9]([CH3:12])([CH3:11])[CH3:10])=[C:4]([F:20])[CH:3]=1.[H-].[Na+].I[CH3:24]. Product: [Br:1][C:2]1[CH:7]=[CH:6][C:5]([C:8]([C:14]2[CH:19]=[N:18][CH:17]=[N:16][CH:15]=2)([O:13][CH3:24])[C:9]([CH3:12])([CH3:11])[CH3:10])=[C:4]([F:20])[CH:3]=1. The catalyst class is: 1. (7) Reactant: [CH:1]1([C:4]2[N:8]([C:9]3[N:14]=[CH:13][C:12]([NH:15][C:16]([C:18]4[S:22][CH:21]=[N:20][C:19]=4[CH3:23])=[O:17])=[CH:11][CH:10]=3)[N:7]=[C:6]([C:24]([F:27])([F:26])[F:25])[CH:5]=2)[CH2:3][CH2:2]1.CC1N=CSC=1C([Cl:36])=O.Cl. Product: [ClH:36].[CH:1]1([C:4]2[N:8]([C:9]3[N:14]=[CH:13][C:12]([NH:15][C:16]([C:18]4[S:22][CH:21]=[N:20][C:19]=4[CH3:23])=[O:17])=[CH:11][CH:10]=3)[N:7]=[C:6]([C:24]([F:26])([F:27])[F:25])[CH:5]=2)[CH2:3][CH2:2]1. The catalyst class is: 165. (8) Reactant: C[O:2][C:3]([C:5]1[S:6][C:7]([C:27]2[CH:32]=[CH:31][CH:30]=[CH:29][CH:28]=2)=[CH:8][C:9]=1[N:10]([C:17](=[O:26])[C:18]1[CH:23]=[CH:22][C:21]([Cl:24])=[CH:20][C:19]=1[Cl:25])[C:11]1[CH:16]=[CH:15][CH:14]=[CH:13][CH:12]=1)=[O:4].[Li+].[OH-]. The catalyst class is: 87. Product: [Cl:25][C:19]1[CH:20]=[C:21]([Cl:24])[CH:22]=[CH:23][C:18]=1[C:17]([N:10]([C:11]1[CH:16]=[CH:15][CH:14]=[CH:13][CH:12]=1)[C:9]1[CH:8]=[C:7]([C:27]2[CH:28]=[CH:29][CH:30]=[CH:31][CH:32]=2)[S:6][C:5]=1[C:3]([OH:4])=[O:2])=[O:26]. (9) Product: [NH2:1][C:2]1[N:7]=[C:6]([C:8]2[CH:16]=[CH:15][C:11]3[O:12][CH2:13][O:14][C:10]=3[CH:9]=2)[C:5]([C:17]#[N:18])=[C:4]([NH:23][CH2:24][CH2:25][N:26]2[CH2:31][CH2:30][O:29][CH2:28][CH2:27]2)[N:3]=1. The catalyst class is: 57. Reactant: [NH2:1][C:2]1[N:7]=[C:6]([C:8]2[CH:16]=[CH:15][C:11]3[O:12][CH2:13][O:14][C:10]=3[CH:9]=2)[C:5]([C:17]#[N:18])=[C:4](S(C)(=O)=O)[N:3]=1.[NH2:23][CH2:24][CH2:25][N:26]1[CH2:31][CH2:30][O:29][CH2:28][CH2:27]1.